This data is from Catalyst prediction with 721,799 reactions and 888 catalyst types from USPTO. The task is: Predict which catalyst facilitates the given reaction. (1) Reactant: [F:1][CH:2]([F:8])[C:3](OCC)=[O:4].C[O-].[Na+].[F:12][C:13]1[CH:14]=[C:15]([C:21](=[O:23])[CH3:22])[CH:16]=[CH:17][C:18]=1[O:19][CH3:20]. Product: [F:1][CH:2]([F:8])[C:3](=[O:4])[CH2:22][C:21]([C:15]1[CH:16]=[CH:17][C:18]([O:19][CH3:20])=[C:13]([F:12])[CH:14]=1)=[O:23]. The catalyst class is: 282. (2) Reactant: [C:1](Cl)(=O)[C:2]([Cl:4])=[O:3].[Cl:7][C:8]1[S:12]C(C(O)=O)=[CH:10][CH:9]=1. The catalyst class is: 139. Product: [Cl:7][C:8]1[S:12][C:1]([C:2]([Cl:4])=[O:3])=[CH:10][CH:9]=1. (3) Reactant: FC(F)(F)S(O[C:7]1[CH:12]=[CH:11][C:10]2[CH2:13][O:14][C@@H:15]3[C@H:19]([C:9]=2[CH:8]=1)[CH2:18][N:17]([C:20]([O:22][C:23]([CH3:26])([CH3:25])[CH3:24])=[O:21])[CH2:16]3)(=O)=O.[CH3:29]OB1OB(OC)OB(OC)O1.C(=O)([O-])[O-].[K+].[K+]. Product: [CH3:29][C:7]1[CH:12]=[CH:11][C:10]2[CH2:13][O:14][C@@H:15]3[C@H:19]([C:9]=2[CH:8]=1)[CH2:18][N:17]([C:20]([O:22][C:23]([CH3:26])([CH3:24])[CH3:25])=[O:21])[CH2:16]3. The catalyst class is: 77. (4) Reactant: [F:1][CH2:2][CH2:3][N:4]1[CH2:9][CH2:8][N:7]([C:10]2[CH:15]=[CH:14][C:13]([N+:16]([O-])=O)=[CH:12][C:11]=2[F:19])[CH2:6][CH2:5]1. Product: [F:19][C:11]1[CH:12]=[C:13]([NH2:16])[CH:14]=[CH:15][C:10]=1[N:7]1[CH2:8][CH2:9][N:4]([CH2:3][CH2:2][F:1])[CH2:5][CH2:6]1. The catalyst class is: 19. (5) Reactant: [CH3:1][C:2]1[N:7]=[C:6]([C:8]([OH:10])=O)[C:5]([N:11]2[N:15]=[CH:14][CH:13]=[N:12]2)=[CH:4][CH:3]=1.CN(C(ON1N=NC2C=CC=CC1=2)=[N+](C)C)C.[B-](F)(F)(F)F.CCN(C(C)C)C(C)C.[C@H:47]12[CH2:53][C@H:52]1[CH2:51][C@@H:50]([CH2:54][NH:55][C:56]1[CH:61]=[N:60][C:59]([C:62]([F:65])([F:64])[F:63])=[CH:58][N:57]=1)[NH:49][CH2:48]2.C([O-])(O)=O.[Na+]. Product: [CH3:1][C:2]1[N:7]=[C:6]([C:8]([N:49]2[C@H:50]([CH2:54][NH:55][C:56]3[CH:61]=[N:60][C:59]([C:62]([F:65])([F:63])[F:64])=[CH:58][N:57]=3)[CH2:51][C@H:52]3[C@H:47]([CH2:53]3)[CH2:48]2)=[O:10])[C:5]([N:11]2[N:15]=[CH:14][CH:13]=[N:12]2)=[CH:4][CH:3]=1. The catalyst class is: 2. (6) Reactant: [NH:1]1[C:5]2[CH:6]=[CH:7][C:8]([C:10]([N:12]3[CH2:17][CH2:16][O:15][CH2:14][CH2:13]3)=O)=[CH:9][C:4]=2[N:3]=[CH:2]1.[H-].[H-].[H-].[H-].[Li+].[Al+3]. Product: [N:12]1([CH2:10][C:8]2[CH:7]=[CH:6][C:5]3[NH:1][CH:2]=[N:3][C:4]=3[CH:9]=2)[CH2:13][CH2:14][O:15][CH2:16][CH2:17]1. The catalyst class is: 1.